Dataset: Forward reaction prediction with 1.9M reactions from USPTO patents (1976-2016). Task: Predict the product of the given reaction. (1) Given the reactants [NH:1]1[CH:5]=[C:4]([C:6]2[O:7][C:8]3[CH:14]=[CH:13][CH:12]=[CH:11][C:9]=3[N:10]=2)[CH:3]=[N:2]1, predict the reaction product. The product is: [O:7]1[C:8]2[CH:14]=[CH:13][CH:12]=[CH:11][C:9]=2[N:10]=[C:6]1[C:4]1[CH:5]=[N:1][N:2]([CH:4]([CH3:3])[CH:6]=[O:7])[CH:3]=1. (2) Given the reactants [F:1][C:2]1[CH:3]=[C:4]2[C:8](=[CH:9][CH:10]=1)[NH:7][C:6](=[O:11])/[C:5]/2=[CH:12]\[C:13]1[NH:17][C:16]2[CH2:18][CH2:19][CH2:20][CH2:21][CH2:22][C:15]=2[C:14]=1[CH2:23][CH2:24][C:25]([OH:27])=O.[CH3:28][NH:29][CH3:30].CN(C)CCCN=C=NCC.ON1C2C=CC=CC=2N=N1, predict the reaction product. The product is: [F:1][C:2]1[CH:3]=[C:4]2[C:8](=[CH:9][CH:10]=1)[NH:7][C:6](=[O:11])/[C:5]/2=[CH:12]\[C:13]1[NH:17][C:16]2[CH2:18][CH2:19][CH2:20][CH2:21][CH2:22][C:15]=2[C:14]=1[CH2:23][CH2:24][C:25]([N:29]([CH3:30])[CH3:28])=[O:27]. (3) Given the reactants [H-].[Na+].[NH2:3][C:4]1[CH:9]=[CH:8][CH:7]=[CH:6][N:5]=1.Br[CH2:11][CH2:12][CH2:13][CH2:14][C:15]([O:17][CH2:18][CH3:19])=[O:16].CN([CH:23]=[O:24])C, predict the reaction product. The product is: [CH:23]([N:3]([CH2:11][CH2:12][CH2:13][CH2:14][C:15]([O:17][CH2:18][CH3:19])=[O:16])[C:4]1[CH:9]=[CH:8][CH:7]=[CH:6][N:5]=1)=[O:24]. (4) The product is: [ClH:1].[CH2:30]([NH:32][C:2]1[CH:3]=[CH:4][C:5]([C:8]([N:10]2[CH2:15][CH2:14][N:13]([S:16]([C:19]3[CH:24]=[CH:23][C:22]([C:25]([F:28])([F:27])[F:26])=[CH:21][CH:20]=3)(=[O:18])=[O:17])[CH2:12][C@@H:11]2[CH3:29])=[O:9])=[CH:6][N:7]=1)[CH3:31]. Given the reactants [Cl:1][C:2]1[N:7]=[CH:6][C:5]([C:8]([N:10]2[CH2:15][CH2:14][N:13]([S:16]([C:19]3[CH:24]=[CH:23][C:22]([C:25]([F:28])([F:27])[F:26])=[CH:21][CH:20]=3)(=[O:18])=[O:17])[CH2:12][C@@H:11]2[CH3:29])=[O:9])=[CH:4][CH:3]=1.[CH2:30]([NH2:32])[CH3:31].CO, predict the reaction product. (5) Given the reactants [C:1](Cl)(=[O:8])[C:2]1[CH:7]=[CH:6][CH:5]=[CH:4][CH:3]=1.[CH2:10]([NH2:18])[CH2:11][CH2:12][CH2:13][CH2:14][CH2:15][CH2:16][CH3:17], predict the reaction product. The product is: [CH2:10]([NH:18][C:1](=[O:8])[C:2]1[CH:7]=[CH:6][CH:5]=[CH:4][CH:3]=1)[CH2:11][CH2:12][CH2:13][CH2:14][CH2:15][CH2:16][CH3:17]. (6) Given the reactants N#N.[OH:3][CH2:4][C:5]1[CH:10]=[CH:9][N:8]=[C:7]([C:11](=[O:13])[CH3:12])[CH:6]=1.CCN(CC)CC.[S:21](Cl)([CH3:24])(=[O:23])=[O:22], predict the reaction product. The product is: [C:11]([C:7]1[CH:6]=[C:5]([CH2:4][O:3][S:21]([CH3:24])(=[O:23])=[O:22])[CH:10]=[CH:9][N:8]=1)(=[O:13])[CH3:12]. (7) Given the reactants Cl[C:2]1[CH:11]=[CH:10][C:5]([C:6]([O:8]C)=[O:7])=[CH:4][C:3]=1[C:12]#[C:13][C:14]1[CH:19]=[CH:18][C:17]([F:20])=[CH:16][CH:15]=1.[F:21][C:22]1[CH:28]=[CH:27][C:25]([NH2:26])=[CH:24][CH:23]=1.CC(C1C=C(C(C)C)C(C2C=CC=CC=2P(C2CCCCC2)C2CCCCC2)=C(C(C)C)C=1)C.CC([O-])(C)C.[K+], predict the reaction product. The product is: [F:21][C:22]1[CH:28]=[CH:27][C:25]([N:26]2[C:2]3[C:3](=[CH:4][C:5]([C:6]([OH:8])=[O:7])=[CH:10][CH:11]=3)[CH:12]=[C:13]2[C:14]2[CH:19]=[CH:18][C:17]([F:20])=[CH:16][CH:15]=2)=[CH:24][CH:23]=1. (8) Given the reactants [O:1]1[CH:5]=[CH:4][CH:3]=[C:2]1[CH2:6][NH:7][S:8]([C:11]1[CH:20]=[CH:19][CH:18]=[C:17]2[C:12]=1[CH:13]=[CH:14][CH:15]=[C:16]2[NH:21]C(=O)C)(=[O:10])=[O:9].[OH-].[Na+].[ClH:27], predict the reaction product. The product is: [ClH:27].[NH2:21][C:16]1[CH:15]=[CH:14][CH:13]=[C:12]2[C:17]=1[CH:18]=[CH:19][CH:20]=[C:11]2[S:8]([NH:7][CH2:6][C:2]1[O:1][CH:5]=[CH:4][CH:3]=1)(=[O:10])=[O:9]. (9) Given the reactants [F:1][C:2]1[C:3]([NH:29][C@H:30]2[CH2:35][CH2:34][CH2:33][C@@H:32]([NH2:36])[CH2:31]2)=[N:4][C:5]([C:9]2[C:17]3[C:12](=[N:13][CH:14]=[C:15]([F:18])[CH:16]=3)[N:11]([S:19]([C:22]3[CH:27]=[CH:26][C:25]([CH3:28])=[CH:24][CH:23]=3)(=[O:21])=[O:20])[CH:10]=2)=[C:6]([F:8])[CH:7]=1.[CH:37]([N:40]([CH2:44][CH3:45])[CH:41]([CH3:43])C)(C)C.C(C1NC=CN=1)(C1NC=CN=1)=[O:47].N1CCCC1, predict the reaction product. The product is: [F:1][C:2]1[C:3]([NH:29][C@H:30]2[CH2:35][CH2:34][CH2:33][C@@H:32]([NH:36][C:37]([N:40]3[CH2:41][CH2:43][CH2:45][CH2:44]3)=[O:47])[CH2:31]2)=[N:4][C:5]([C:9]2[C:17]3[C:12](=[N:13][CH:14]=[C:15]([F:18])[CH:16]=3)[N:11]([S:19]([C:22]3[CH:23]=[CH:24][C:25]([CH3:28])=[CH:26][CH:27]=3)(=[O:20])=[O:21])[CH:10]=2)=[C:6]([F:8])[CH:7]=1.